Dataset: Full USPTO retrosynthesis dataset with 1.9M reactions from patents (1976-2016). Task: Predict the reactants needed to synthesize the given product. (1) Given the product [N:8]1([C:13]2[N:18]=[C:17]([CH:19]3[CH:23]([C:24]([NH:25][CH3:26])=[O:27])[CH2:22][CH2:21][N:20]3[CH2:28][CH2:29][NH:30][CH2:38][C:39]3[CH:47]=[CH:46][C:42]4[O:43][CH2:44][O:45][C:41]=4[CH:40]=3)[CH:16]=[C:15]([CH3:48])[N:14]=2)[CH:12]=[CH:11][N:10]=[CH:9]1, predict the reactants needed to synthesize it. The reactants are: FC(F)(F)C(O)=O.[N:8]1([C:13]2[N:18]=[C:17]([CH:19]3[CH:23]([C:24](=[O:27])[NH:25][CH3:26])[CH2:22][CH2:21][N:20]3[CH2:28][CH2:29][N:30]([CH2:38][C:39]3[CH:47]=[CH:46][C:42]4[O:43][CH2:44][O:45][C:41]=4[CH:40]=3)C(=O)OC(C)(C)C)[CH:16]=[C:15]([CH3:48])[N:14]=2)[CH:12]=[CH:11][N:10]=[CH:9]1.O.[OH-].[NH4+]. (2) The reactants are: [F:1][CH:2]([F:22])[C:3]1[N:8]2[CH:9]=[N:10][CH:11]=[C:7]2[N:6]=[C:5]([C:12]2[CH:17]=[CH:16][C:15]([C:18]([F:21])([F:20])[F:19])=[CH:14][CH:13]=2)[CH:4]=1.C([O-])(=O)C.[Na+].[I:28]Cl. Given the product [F:22][CH:2]([F:1])[C:3]1[N:8]2[CH:9]=[N:10][C:11]([I:28])=[C:7]2[N:6]=[C:5]([C:12]2[CH:13]=[CH:14][C:15]([C:18]([F:21])([F:20])[F:19])=[CH:16][CH:17]=2)[CH:4]=1, predict the reactants needed to synthesize it. (3) Given the product [OH:2][C:3]1[C:8]2[NH:9][C:10]([C:12]3[S:13][CH:14]=[CH:15][CH:16]=3)=[N:11][C:7]=2[C:6]([C:17]([NH:19][CH2:20][CH2:21][O:22][C:23]2[CH:28]=[CH:27][C:26]([C:29]([F:30])([F:32])[F:31])=[CH:25][N:24]=2)=[O:18])=[CH:5][CH:4]=1, predict the reactants needed to synthesize it. The reactants are: C[O:2][C:3]1[C:8]2[NH:9][C:10]([C:12]3[S:13][CH:14]=[CH:15][CH:16]=3)=[N:11][C:7]=2[C:6]([C:17]([NH:19][CH2:20][CH2:21][O:22][C:23]2[CH:28]=[CH:27][C:26]([C:29]([F:32])([F:31])[F:30])=[CH:25][N:24]=2)=[O:18])=[CH:5][CH:4]=1.B(Br)(Br)Br. (4) Given the product [F:7][C:8]1[CH:13]=[C:12]([O:14][CH3:15])[CH:11]=[CH:10][C:9]=1[CH2:16][CH2:17][NH2:18], predict the reactants needed to synthesize it. The reactants are: [H-].[H-].[H-].[H-].[Li+].[Al+3].[F:7][C:8]1[CH:13]=[C:12]([O:14][CH3:15])[CH:11]=[CH:10][C:9]=1[CH:16]=[CH:17][N+:18]([O-])=O.OS(O)(=O)=O. (5) The reactants are: [C:1]1(B(O)O)[CH:6]=[CH:5][CH:4]=[CH:3][CH:2]=1.Cl[C:11]1[C:20]2[C:15](=[CH:16][CH:17]=[CH:18][CH:19]=2)[CH2:14][O:13][C:12]=1[CH:21]=[O:22].C(#N)C.C(O)=O. Given the product [C:1]1([C:11]2[C:20]3[C:15](=[CH:16][CH:17]=[CH:18][CH:19]=3)[CH2:14][O:13][C:12]=2[CH:21]=[O:22])[CH:6]=[CH:5][CH:4]=[CH:3][CH:2]=1, predict the reactants needed to synthesize it. (6) Given the product [CH3:9][CH:8]([CH3:10])[C:7](=[O:11])[CH2:3][C:4]([OH:6])=[O:5], predict the reactants needed to synthesize it. The reactants are: C([CH:3]([C:7](=[O:11])[CH:8]([CH3:10])[CH3:9])[C:4]([OH:6])=[O:5])C.Cl.[Cl-].[Na+]. (7) Given the product [C:10]([CH2:9][O:8][C:7]1[CH:13]=[C:14]([S:18]([Cl:17])(=[O:20])=[O:19])[CH:15]=[CH:16][C:6]=1[O:5][CH2:4][C:1]([OH:3])=[O:2])([OH:12])=[O:11], predict the reactants needed to synthesize it. The reactants are: [C:1]([CH2:4][O:5][C:6]1[CH:16]=[CH:15][CH:14]=[CH:13][C:7]=1[O:8][CH2:9][C:10]([OH:12])=[O:11])([OH:3])=[O:2].[Cl:17][S:18](O)(=[O:20])=[O:19]. (8) Given the product [CH3:35][S:36]([O:1][CH2:2][CH2:3][CH2:4][C@@H:5]1[CH2:10][N:9]([C:11]([O:13][CH2:14][C:15]2[CH:20]=[CH:19][CH:18]=[CH:17][CH:16]=2)=[O:12])[CH2:8][CH2:7][N:6]1[C:21]([O:23][C:24]([CH3:27])([CH3:26])[CH3:25])=[O:22])(=[O:38])=[O:37], predict the reactants needed to synthesize it. The reactants are: [OH:1][CH2:2][CH2:3][CH2:4][C@@H:5]1[CH2:10][N:9]([C:11]([O:13][CH2:14][C:15]2[CH:20]=[CH:19][CH:18]=[CH:17][CH:16]=2)=[O:12])[CH2:8][CH2:7][N:6]1[C:21]([O:23][C:24]([CH3:27])([CH3:26])[CH3:25])=[O:22].C(N(CC)CC)C.[CH3:35][S:36](Cl)(=[O:38])=[O:37].C(=O)([O-])O.[Na+].